From a dataset of Forward reaction prediction with 1.9M reactions from USPTO patents (1976-2016). Predict the product of the given reaction. (1) Given the reactants [CH2:1]([C:3]1[CH:27]=[CH:26][C:6]([O:7][C:8]2[CH:13]=[CH:12][C:11]([C:14]3[C:19]4=[N:20][S:21](=[O:25])(=[O:24])[CH2:22][CH2:23][N:18]4[CH:17]=[CH:16][CH:15]=3)=[CH:10][CH:9]=2)=[CH:5][CH:4]=1)[CH3:2], predict the reaction product. The product is: [CH2:1]([C:3]1[CH:4]=[CH:5][C:6]([O:7][C:8]2[CH:9]=[CH:10][C:11]([CH:14]3[C:19]4=[N:20][S:21](=[O:24])(=[O:25])[CH2:22][CH2:23][N:18]4[CH2:17][CH2:16][CH2:15]3)=[CH:12][CH:13]=2)=[CH:26][CH:27]=1)[CH3:2]. (2) Given the reactants [S:1]1[C:5]2[CH2:6][CH2:7][CH2:8][CH2:9][C:4]=2[N:3]=[C:2]1[C:10]1[C:14]([C:15]([OH:17])=O)=[CH:13][N:12]([CH2:18][O:19][CH2:20][CH2:21][Si:22]([CH3:25])([CH3:24])[CH3:23])[N:11]=1.[CH3:26][C:27]([NH2:30])([CH3:29])[CH3:28].Cl.CN(C)CCCN=C=NCC.C1C=CC2N(O)N=NC=2C=1, predict the reaction product. The product is: [C:27]([NH:30][C:15]([C:14]1[C:10]([C:2]2[S:1][C:5]3[CH2:6][CH2:7][CH2:8][CH2:9][C:4]=3[N:3]=2)=[N:11][N:12]([CH2:18][O:19][CH2:20][CH2:21][Si:22]([CH3:25])([CH3:23])[CH3:24])[CH:13]=1)=[O:17])([CH3:29])([CH3:28])[CH3:26]. (3) Given the reactants [CH2:1]([O:8][C:9]1[N:14]=[N:13][C:12]([CH2:15][CH2:16][C:17]2[N:22]=[CH:21][C:20]([CH2:23][CH2:24][OH:25])=[CH:19][CH:18]=2)=[CH:11][CH:10]=1)[C:2]1[CH:7]=[CH:6][CH:5]=[CH:4][CH:3]=1.[CH3:26][S:27](Cl)(=[O:29])=[O:28], predict the reaction product. The product is: [CH2:1]([O:8][C:9]1[N:14]=[N:13][C:12]([CH2:15][CH2:16][C:17]2[N:22]=[CH:21][C:20]([CH2:23][CH2:24][O:25][S:27]([CH3:26])(=[O:29])=[O:28])=[CH:19][CH:18]=2)=[CH:11][CH:10]=1)[C:2]1[CH:7]=[CH:6][CH:5]=[CH:4][CH:3]=1. (4) Given the reactants [C:1]([O:5][C:6]([N:8]1[CH2:13][CH2:12][O:11][C@@H:10]([C:14]2[CH:22]=[CH:21][C:17]([C:18]([OH:20])=[O:19])=[CH:16][CH:15]=2)[CH2:9]1)=[O:7])([CH3:4])([CH3:3])[CH3:2].[C:23](=O)([O-])[O-].[K+].[K+].IC, predict the reaction product. The product is: [CH3:23][O:19][C:18]([C:17]1[CH:16]=[CH:15][C:14]([C@@H:10]2[O:11][CH2:12][CH2:13][N:8]([C:6]([O:5][C:1]([CH3:4])([CH3:2])[CH3:3])=[O:7])[CH2:9]2)=[CH:22][CH:21]=1)=[O:20]. (5) The product is: [Br:1][C:2]1[CH:7]=[CH:6][C:5]([CH:8]([C:25]2[CH:30]=[CH:29][CH:28]=[CH:27][C:26]=2[CH3:31])[CH2:9][C:10]([CH:12]2[CH2:17][CH2:16][NH:15][CH2:14][CH2:13]2)=[O:11])=[CH:4][CH:3]=1. Given the reactants [Br:1][C:2]1[CH:7]=[CH:6][C:5]([CH:8]([C:25]2[CH:30]=[CH:29][CH:28]=[CH:27][C:26]=2[CH3:31])[CH2:9][C:10]([CH:12]2[CH2:17][CH2:16][N:15](C(OC(C)(C)C)=O)[CH2:14][CH2:13]2)=[O:11])=[CH:4][CH:3]=1.Cl, predict the reaction product. (6) The product is: [CH2:1]([O:3][C:4](=[O:19])[CH2:5][C@H:6]1[CH2:11][CH2:10][C@H:9]([C:12]2[CH:17]=[CH:16][C:15]([NH:18][C:21]([NH:20][C:23]3[CH:28]=[C:27]([CH3:29])[CH:26]=[CH:25][C:24]=3[O:30][CH3:31])=[O:22])=[CH:14][CH:13]=2)[CH2:8][CH2:7]1)[CH3:2]. Given the reactants [CH2:1]([O:3][C:4](=[O:19])[CH2:5][C@H:6]1[CH2:11][CH2:10][C@H:9]([C:12]2[CH:17]=[CH:16][C:15]([NH2:18])=[CH:14][CH:13]=2)[CH2:8][CH2:7]1)[CH3:2].[N:20]([C:23]1[CH:28]=[C:27]([CH3:29])[CH:26]=[CH:25][C:24]=1[O:30][CH3:31])=[C:21]=[O:22].C(O)C(N)(CO)CO, predict the reaction product. (7) Given the reactants [NH:1]1[CH:5]=[N:4][CH:3]=[N:2]1.C(=O)([O-])[O-].[Cs+].[Cs+].Cl[C:13]1[N:18]=[C:17]([C:19]2[N:23]3[CH:24]=[C:25]([F:28])[CH:26]=[CH:27][C:22]3=[N:21][CH:20]=2)[N:16]=[C:15]([NH:29][C@@H:30]2[CH2:35][CH2:34][CH2:33][N:32]([C:36]([O:38][C:39]([CH3:42])([CH3:41])[CH3:40])=[O:37])[CH2:31]2)[CH:14]=1, predict the reaction product. The product is: [F:28][C:25]1[CH:26]=[CH:27][C:22]2[N:23]([C:19]([C:17]3[N:16]=[C:15]([NH:29][C@@H:30]4[CH2:35][CH2:34][CH2:33][N:32]([C:36]([O:38][C:39]([CH3:42])([CH3:41])[CH3:40])=[O:37])[CH2:31]4)[CH:14]=[C:13]([N:1]4[CH:5]=[N:4][CH:3]=[N:2]4)[N:18]=3)=[CH:20][N:21]=2)[CH:24]=1.